From a dataset of Forward reaction prediction with 1.9M reactions from USPTO patents (1976-2016). Predict the product of the given reaction. (1) Given the reactants [Cl:1][C:2]1[C:7]2[C:8](=[O:22])[N:9]([CH2:11][C:12]3[CH:17]=[CH:16][C:15]([O:18][CH3:19])=[CH:14][C:13]=3[O:20][CH3:21])[CH2:10][C:6]=2[C:5]([F:23])=[C:4](Cl)[N:3]=1.[O:25]1[CH2:30][CH2:29][C@@H:28]([NH2:31])[C@@H:27]([NH2:32])[CH2:26]1.CCN(C(C)C)C(C)C, predict the reaction product. The product is: [NH2:32][C@@H:27]1[C@H:28]([NH:31][C:4]2[N:3]=[C:2]([Cl:1])[C:7]3[C:8](=[O:22])[N:9]([CH2:11][C:12]4[CH:17]=[CH:16][C:15]([O:18][CH3:19])=[CH:14][C:13]=4[O:20][CH3:21])[CH2:10][C:6]=3[C:5]=2[F:23])[CH2:29][CH2:30][O:25][CH2:26]1. (2) Given the reactants [Cl:1][C:2]1[CH:3]=[C:4]([NH:11][S:12]([C:15]2[CH:20]=[CH:19][C:18]([Cl:21])=[C:17]([C:22]([F:25])([F:24])[F:23])[CH:16]=2)(=[O:14])=[O:13])[C:5]([C:8](O)=[O:9])=[N:6][CH:7]=1.[F:26][C:27]1[CH:28]=[C:29]([NH:33][CH3:34])[CH:30]=[CH:31][CH:32]=1.F[P-](F)(F)(F)(F)F.N1(O[P+](N(C)C)(N(C)C)N(C)C)C2C=CC=CC=2N=N1.CCN(C(C)C)C(C)C, predict the reaction product. The product is: [F:26][C:27]1[CH:28]=[C:29]([N:33]([CH3:34])[C:8]([C:5]2[C:4]([NH:11][S:12]([C:15]3[CH:20]=[CH:19][C:18]([Cl:21])=[C:17]([C:22]([F:24])([F:25])[F:23])[CH:16]=3)(=[O:14])=[O:13])=[CH:3][C:2]([Cl:1])=[CH:7][N:6]=2)=[O:9])[CH:30]=[CH:31][CH:32]=1. (3) Given the reactants [C:1]([CH:5]1[N:9]([CH2:10][C:11]2[CH:16]=[CH:15][C:14]([F:17])=[C:13]([Cl:18])[CH:12]=2)[C:8](=[O:19])[C:7]([C:20]2[N:21]=[S:22]([CH3:34])(=[O:33])[C:23]3[CH:29]=[C:28]([N+:30]([O-])=O)[CH:27]=[CH:26][C:24]=3[N:25]=2)=[C:6]1[OH:35])([CH3:4])([CH3:3])[CH3:2].NN, predict the reaction product. The product is: [NH2:30][C:28]1[CH:27]=[CH:26][C:24]2[N:25]=[C:20]([C:7]3[C:8](=[O:19])[N:9]([CH2:10][C:11]4[CH:16]=[CH:15][C:14]([F:17])=[C:13]([Cl:18])[CH:12]=4)[CH:5]([C:1]([CH3:4])([CH3:3])[CH3:2])[C:6]=3[OH:35])[N:21]=[S:22]([CH3:34])(=[O:33])[C:23]=2[CH:29]=1. (4) Given the reactants [OH:1][C:2]1[CH:28]=[CH:27][CH:26]=[CH:25][C:3]=1[CH2:4][NH:5][C:6]([NH:8][C:9]1[N:13]([C:14]2[CH:15]=[N:16][C:17]([CH3:20])=[CH:18][CH:19]=2)[N:12]=[C:11]([C:21]([CH3:24])([CH3:23])[CH3:22])[CH:10]=1)=[O:7].[Cl:29][C:30]1[N:35]=[C:34](Cl)[CH:33]=[CH:32][N:31]=1.[OH-].[Na+], predict the reaction product. The product is: [Cl:29][C:30]1[N:35]=[C:34]([O:1][C:2]2[CH:28]=[CH:27][CH:26]=[CH:25][C:3]=2[CH2:4][NH:5][C:6]([NH:8][C:9]2[N:13]([C:14]3[CH:15]=[N:16][C:17]([CH3:20])=[CH:18][CH:19]=3)[N:12]=[C:11]([C:21]([CH3:22])([CH3:23])[CH3:24])[CH:10]=2)=[O:7])[CH:33]=[CH:32][N:31]=1. (5) Given the reactants Cl.[NH2:2][C:3]1[C:4]([C:11]2[CH:16]=[CH:15][C:14]([NH:17][C:18]([NH:20][C:21]3[CH:26]=[C:25]([C:27]([F:30])([F:29])[F:28])[CH:24]=[CH:23][C:22]=3[F:31])=[O:19])=[CH:13][CH:12]=2)=[C:5]([C:8]([NH2:10])=[O:9])[NH:6][CH:7]=1.[C:32](Cl)(=[O:39])[C:33]1[CH:38]=[CH:37][CH:36]=[CH:35][CH:34]=1.C(N(CC)CC)C, predict the reaction product. The product is: [C:32]([NH:2][C:3]1[C:4]([C:11]2[CH:16]=[CH:15][C:14]([NH:17][C:18]([NH:20][C:21]3[CH:26]=[C:25]([C:27]([F:30])([F:28])[F:29])[CH:24]=[CH:23][C:22]=3[F:31])=[O:19])=[CH:13][CH:12]=2)=[C:5]([C:8]([NH2:10])=[O:9])[NH:6][CH:7]=1)(=[O:39])[C:33]1[CH:38]=[CH:37][CH:36]=[CH:35][CH:34]=1. (6) The product is: [N:16]1([S:13]([C:10]2[CH:11]=[CH:12][C:7]([B:21]([OH:26])[OH:22])=[CH:8][CH:9]=2)(=[O:15])=[O:14])[CH2:20][CH2:19][CH2:18][CH2:17]1. Given the reactants C([Li])CCC.Br[C:7]1[CH:12]=[CH:11][C:10]([S:13]([N:16]2[CH2:20][CH2:19][CH2:18][CH2:17]2)(=[O:15])=[O:14])=[CH:9][CH:8]=1.[B:21](OC(C)C)([O:26]C(C)C)[O:22]C(C)C, predict the reaction product. (7) Given the reactants [NH2:1][C:2]1[CH:3]=[CH:4][C:5]([O:8][C:9](=[O:18])[N:10]([CH3:17])[C:11]2[CH:16]=[CH:15][CH:14]=[CH:13][CH:12]=2)=[N:6][CH:7]=1.[F:19][C:20]1[CH:28]=[CH:27][C:23]([C:24](Cl)=[O:25])=[CH:22][CH:21]=1.C(N(CC)CC)C.ClCCl, predict the reaction product. The product is: [F:19][C:20]1[CH:28]=[CH:27][C:23]([C:24]([NH:1][C:2]2[CH:3]=[CH:4][C:5]([O:8][C:9](=[O:18])[N:10]([CH3:17])[C:11]3[CH:16]=[CH:15][CH:14]=[CH:13][CH:12]=3)=[N:6][CH:7]=2)=[O:25])=[CH:22][CH:21]=1. (8) Given the reactants [NH2:1][C:2]1[S:3][CH:4]=[C:5]2[C:10]=1[C:9](=[O:11])[N:8]([C:12]1[CH:17]=[CH:16][C:15](Cl)=[CH:14][CH:13]=1)[N:7]=[C:6]2[C:19]([O:21][CH2:22][CH3:23])=[O:20].[NH2:24]C1C=CC(N2C(=O)C(C#N)=C(C)C(C(OCC)=O)=N2)=CC=1, predict the reaction product. The product is: [NH2:1][C:2]1[S:3][CH:4]=[C:5]2[C:10]=1[C:9](=[O:11])[N:8]([C:12]1[CH:17]=[CH:16][C:15]([NH2:24])=[CH:14][CH:13]=1)[N:7]=[C:6]2[C:19]([O:21][CH2:22][CH3:23])=[O:20]. (9) Given the reactants [N+:1]([C:4]1[CH:5]=[N:6][C:7]([NH2:10])=[N:8][CH:9]=1)([O-:3])=[O:2].Br[C:12]1[CH:13]=[C:14]([CH2:18][CH2:19][CH2:20][N:21]2[CH2:25][CH2:24][CH2:23][CH2:22]2)[CH:15]=[CH:16][CH:17]=1.C(=O)([O-])[O-].[Cs+].[Cs+].C1(P(C2C=CC=CC=2)C2C3OC4C(=CC=CC=4P(C4C=CC=CC=4)C4C=CC=CC=4)C(C)(C)C=3C=CC=2)C=CC=CC=1, predict the reaction product. The product is: [N+:1]([C:4]1[CH:5]=[N:6][C:7]([NH:10][C:16]2[CH:17]=[CH:12][CH:13]=[C:14]([CH2:18][CH2:19][CH2:20][N:21]3[CH2:22][CH2:23][CH2:24][CH2:25]3)[CH:15]=2)=[N:8][CH:9]=1)([O-:3])=[O:2].